This data is from Forward reaction prediction with 1.9M reactions from USPTO patents (1976-2016). The task is: Predict the product of the given reaction. (1) The product is: [F:22][CH:2]([F:1])[O:3][C:4]1[C:9]2[O:10][C:11]3[CH:16]=[CH:15][C:14]([N+:17]([O-:19])=[O:18])=[CH:13][C:12]=3[C:8]=2[C:7]([C:20]([OH:24])=[O:21])=[CH:6][CH:5]=1. Given the reactants [F:1][CH:2]([F:22])[O:3][C:4]1[C:9]2[O:10][C:11]3[CH:16]=[CH:15][C:14]([N+:17]([O-:19])=[O:18])=[CH:13][C:12]=3[C:8]=2[C:7]([CH:20]=[O:21])=[CH:6][CH:5]=1.[Mn]([O-])(=O)(=O)=[O:24].[K+], predict the reaction product. (2) Given the reactants [CH2:1]([N:8]([CH2:24][C:25]1[CH:30]=[CH:29][CH:28]=[CH:27][CH:26]=1)[C:9]1[CH:14]=[C:13]([N:15]2[CH2:20][CH2:19][NH:18][CH2:17][CH2:16]2)[CH:12]=[CH:11][C:10]=1[N+:21]([O-:23])=[O:22])[C:2]1[CH:7]=[CH:6][CH:5]=[CH:4][CH:3]=1.C(N(CC)CC)C.[C:38](Cl)(=[O:45])[C:39]1[CH:44]=[CH:43][CH:42]=[CH:41][CH:40]=1, predict the reaction product. The product is: [CH2:24]([N:8]([CH2:1][C:2]1[CH:3]=[CH:4][CH:5]=[CH:6][CH:7]=1)[C:9]1[CH:14]=[C:13]([N:15]2[CH2:20][CH2:19][N:18]([C:38]([C:39]3[CH:44]=[CH:43][CH:42]=[CH:41][CH:40]=3)=[O:45])[CH2:17][CH2:16]2)[CH:12]=[CH:11][C:10]=1[N+:21]([O-:23])=[O:22])[C:25]1[CH:30]=[CH:29][CH:28]=[CH:27][CH:26]=1. (3) Given the reactants [Br:1][C:2]1[N:6]2[C:7](Br)=[CH:8][N:9]=[CH:10][C:5]2=[N:4][CH:3]=1.[CH2:12]([NH2:14])[CH3:13].C1COCC1, predict the reaction product. The product is: [Br:1][C:2]1[N:6]2[CH:7]=[CH:8][N:9]=[C:10]([NH:14][CH2:12][CH3:13])[C:5]2=[N:4][CH:3]=1. (4) Given the reactants CC(OI1(OC(C)=O)(OC(C)=O)OC(=O)C2C=CC=CC1=2)=O.[F:23][C:24]([F:64])([F:63])[C:25]1[CH:26]=[C:27]([C@H:35]([O:37][C@@H:38]2[C@@H:43]([C:44]3[CH:49]=[CH:48][C:47]([F:50])=[CH:46][CH:45]=3)[C@H:42]([CH2:51][N:52]3[CH2:62][CH2:61][C:55]4([CH2:59][O:58][CH2:57][C@H:56]4[OH:60])[CH2:54][CH2:53]3)[CH2:41][CH2:40][O:39]2)[CH3:36])[CH:28]=[C:29]([C:31]([F:34])([F:33])[F:32])[CH:30]=1, predict the reaction product. The product is: [F:64][C:24]([F:23])([F:63])[C:25]1[CH:26]=[C:27]([C@H:35]([O:37][C@@H:38]2[C@@H:43]([C:44]3[CH:49]=[CH:48][C:47]([F:50])=[CH:46][CH:45]=3)[C@H:42]([CH2:51][N:52]3[CH2:53][CH2:54][C:55]4([CH2:59][O:58][CH2:57][C:56]4=[O:60])[CH2:61][CH2:62]3)[CH2:41][CH2:40][O:39]2)[CH3:36])[CH:28]=[C:29]([C:31]([F:32])([F:33])[F:34])[CH:30]=1.